This data is from Reaction yield outcomes from USPTO patents with 853,638 reactions. The task is: Predict the reaction yield, written as a fraction of the theoretical maximum amount of product (1.0 means a 100% yield; for example, 0.34 means a 34% yield). (1) The reactants are Br[C:2]1[CH:17]=[CH:16][C:15]([NH:18][C:19]([O:21][C:22]([CH3:25])([CH3:24])[CH3:23])=[O:20])=[CH:14][C:3]=1[CH2:4][N:5]([CH3:13])[C:6](=[O:12])[O:7][C:8]([CH3:11])([CH3:10])[CH3:9].CCN(CC)CC.[P:33]([O-:40])([O:37][CH2:38][CH3:39])[O:34][CH2:35][CH3:36]. The catalyst is C1(C)C=CC=CC=1.C1C=CC(/C=C/C(/C=C/C2C=CC=CC=2)=O)=CC=1.C1C=CC(/C=C/C(/C=C/C2C=CC=CC=2)=O)=CC=1.C1C=CC(/C=C/C(/C=C/C2C=CC=CC=2)=O)=CC=1.[Pd].[Pd]. The product is [C:22]([O:21][C:19]([NH:18][C:15]1[CH:16]=[CH:17][C:2]([P:33]([O:37][CH2:38][CH3:39])([O:34][CH2:35][CH3:36])=[O:40])=[C:3]([CH:14]=1)[CH2:4][N:5]([CH3:13])[C:6](=[O:12])[O:7][C:8]([CH3:11])([CH3:10])[CH3:9])=[O:20])([CH3:25])([CH3:24])[CH3:23]. The yield is 0.527. (2) The reactants are [CH3:1][O:2][C:3]1[N:8]=[C:7](/[CH:9]=[CH:10]/[C:11]2[CH:16]=[CH:15][CH:14]=[CH:13][CH:12]=2)[CH:6]=[CH:5][N:4]=1. The catalyst is CO.[Pd]. The product is [CH3:1][O:2][C:3]1[N:8]=[C:7]([CH2:9][CH2:10][C:11]2[CH:16]=[CH:15][CH:14]=[CH:13][CH:12]=2)[CH:6]=[CH:5][N:4]=1. The yield is 0.970. (3) The reactants are [N:1]1[CH:6]=[CH:5][C:4]([N:7]2[C:11]([NH2:12])=[C:10]3[CH2:13][CH2:14][CH2:15][C:9]3=[N:8]2)=[CH:3][CH:2]=1.CCN(C(C)C)C(C)C.Cl[C:26](Cl)([O:28]C(=O)OC(Cl)(Cl)Cl)Cl.FC(F)(F)C(O)=O.FC(F)(F)C(O)=O.[CH3:51][O:52][CH2:53][CH2:54][N:55]1[CH2:59][C@@H:58]([C:60]2[CH:65]=[CH:64][CH:63]=[CH:62][CH:61]=2)[C@H:57]([NH2:66])[CH2:56]1. The catalyst is C(Cl)Cl. The product is [CH3:51][O:52][CH2:53][CH2:54][N:55]1[CH2:59][C@@H:58]([C:60]2[CH:65]=[CH:64][CH:63]=[CH:62][CH:61]=2)[C@H:57]([NH:66][C:26]([NH:12][C:11]2[N:7]([C:4]3[CH:3]=[CH:2][N:1]=[CH:6][CH:5]=3)[N:8]=[C:9]3[CH2:15][CH2:14][CH2:13][C:10]=23)=[O:28])[CH2:56]1. The yield is 0.250. (4) The reactants are [C:1]([O:4][CH2:5][O:6][C:7](=[O:35])[N:8]([C:32](=[O:34])[CH3:33])[C:9]1[CH:14]=[CH:13][CH:12]=[C:11]([C:15]2[CH:24]=[N:23][C:22]3[C:21]([N:25]4[CH2:30][CH2:29][O:28][CH2:27][CH2:26]4)=[N:20][C:19](Cl)=[N:18][C:17]=3[CH:16]=2)[CH:10]=1)(=[O:3])[CH3:2].CC1(C)C(C)(C)OB([C:44]2[CH:45]=[N:46][C:47]([NH2:50])=[N:48][CH:49]=2)O1.[O-]P([O-])([O-])=O.[K+].[K+].[K+].O1CCOCC1. The yield is 0.400. The catalyst is C(Cl)(Cl)Cl.C1C=CC([P]([Pd]([P](C2C=CC=CC=2)(C2C=CC=CC=2)C2C=CC=CC=2)([P](C2C=CC=CC=2)(C2C=CC=CC=2)C2C=CC=CC=2)[P](C2C=CC=CC=2)(C2C=CC=CC=2)C2C=CC=CC=2)(C2C=CC=CC=2)C2C=CC=CC=2)=CC=1.O. The product is [C:1]([O:4][CH2:5][O:6][C:7](=[O:35])[N:8]([C:32](=[O:34])[CH3:33])[C:9]1[CH:14]=[CH:13][CH:12]=[C:11]([C:15]2[CH:24]=[N:23][C:22]3[C:21]([N:25]4[CH2:30][CH2:29][O:28][CH2:27][CH2:26]4)=[N:20][C:19]([C:44]4[CH:45]=[N:46][C:47]([NH2:50])=[N:48][CH:49]=4)=[N:18][C:17]=3[CH:16]=2)[CH:10]=1)(=[O:3])[CH3:2]. (5) The reactants are [CH2:1]([O:3][C:4]([C:6]1[C:7]([N:14]([CH2:16][CH3:17])[CH3:15])=[N:8][C:9](Cl)=[CH:10][C:11]=1[CH3:12])=[O:5])[CH3:2].[NH:18]1[CH2:23][CH2:22][O:21][CH2:20][CH2:19]1. The catalyst is [OH-].[Na+].CCOC(C)=O. The product is [CH2:1]([O:3][C:4]([C:6]1[C:7]([N:14]([CH2:16][CH3:17])[CH3:15])=[N:8][C:9]([N:18]2[CH2:23][CH2:22][O:21][CH2:20][CH2:19]2)=[CH:10][C:11]=1[CH3:12])=[O:5])[CH3:2]. The yield is 0.410. (6) The reactants are [NH2:1][C:2]1[S:3][C:4]2[C:10]([CH:11]=O)=[CH:9][CH:8]=[C:7]([O:13][CH3:14])[C:5]=2[N:6]=1.[NH:15]1[CH2:20][CH2:19][O:18][CH2:17][CH2:16]1.C(O)(=O)C.[BH-](OC(C)=O)(OC(C)=O)OC(C)=O.[Na+].C([O-])(O)=O.[Na+]. The catalyst is C1COCC1.O. The product is [CH3:14][O:13][C:7]1[C:5]2[N:6]=[C:2]([NH2:1])[S:3][C:4]=2[C:10]([CH2:11][N:15]2[CH2:20][CH2:19][O:18][CH2:17][CH2:16]2)=[CH:9][CH:8]=1. The yield is 0.730. (7) The yield is 0.280. The product is [CH3:15][O:25][C:24](=[O:26])[C:23]([CH3:22])([O:33][C:34]1[CH:39]=[CH:38][CH:37]=[CH:36][CH:35]=1)[CH2:27][C:28]1[S:29][CH:30]=[CH:31][CH:32]=1. The catalyst is C(Cl)Cl.CCOCC. The reactants are CN(N=O)C(N[N+]([O-])=O)=N.[OH-].[K+].N#N.[C:15](=O)=O.CC(C)=O.[CH3:22][C:23]([O:33][C:34]1[CH:39]=[CH:38][CH:37]=[CH:36][CH:35]=1)([CH2:27][C:28]1[S:29][CH:30]=[CH:31][CH:32]=1)[C:24]([OH:26])=[O:25]. (8) The reactants are C([O:3][C:4](=[O:23])[C:5]([CH:7]1[CH2:12][CH2:11][N:10](C(OCC2C=CC=CC=2)=O)[CH2:9][CH2:8]1)=[CH2:6])C.Cl. The catalyst is O1CCOCC1. The product is [NH:10]1[CH2:11][CH2:12][CH:7]([C:5](=[CH2:6])[C:4]([OH:23])=[O:3])[CH2:8][CH2:9]1. The yield is 1.00. (9) The reactants are [Cl-].[Al+3].[Cl-].[Cl-].C(S)C.C[O:9][C:10]1[CH:11]=[CH:12][C:13]2[O:17][C:16]([C:18]([O:20][CH2:21][CH3:22])=[O:19])=[CH:15][C:14]=2[CH:23]=1.Cl. The catalyst is ClCCl.O. The product is [OH:9][C:10]1[CH:11]=[CH:12][C:13]2[O:17][C:16]([C:18]([O:20][CH2:21][CH3:22])=[O:19])=[CH:15][C:14]=2[CH:23]=1. The yield is 0.770.